Dataset: Catalyst prediction with 721,799 reactions and 888 catalyst types from USPTO. Task: Predict which catalyst facilitates the given reaction. (1) Reactant: [CH3:1][Al](C)C.Br[C:6]1[N:7]=[C:8]([CH3:15])[CH:9]=[C:10]2[CH:14]=[N:13][NH:12][C:11]=12.[NH4+].[Cl-]. Product: [CH3:15][C:8]1[CH:9]=[C:10]2[CH:14]=[N:13][NH:12][C:11]2=[C:6]([CH3:1])[N:7]=1. The catalyst class is: 176. (2) Reactant: [CH3:1][O:2][C:3](=[O:12])[CH2:4][C:5]1[CH:10]=[CH:9][C:8]([Br:11])=[CH:7][CH:6]=1.[H-].[Na+].[CH3:15][O:16][C:17](=O)[O:18]C.Cl. Product: [CH3:1][O:2][C:3](=[O:12])[CH:4]([C:5]1[CH:10]=[CH:9][C:8]([Br:11])=[CH:7][CH:6]=1)[C:17]([O:16][CH3:15])=[O:18]. The catalyst class is: 1. (3) Reactant: [F:1][C:2]1[CH:3]=[C:4]([CH:42]=[CH:43][CH:44]=1)[CH2:5][N:6]1[CH:10]=[C:9]([C:11]2[C:19]3[C:14](=[N:15][CH:16]=[C:17]([C:20]4[CH:21]=[N:22][C:23]([N:26]5[CH2:31][CH2:30][NH:29][CH2:28][CH2:27]5)=[CH:24][CH:25]=4)[CH:18]=3)[N:13]([S:32]([C:35]3[CH:41]=[CH:40][C:38]([CH3:39])=[CH:37][CH:36]=3)(=[O:34])=[O:33])[CH:12]=2)[CH:8]=[N:7]1.FC1C=C(C=CC=1)CN1C=C(C2C3C(=NC=C(C4C=NC(N5CCN(C)CC5)=CC=4)C=3)NC=2)C=N1.[CH3:80][C@H:81]1[CH2:83][O:82]1. Product: [F:1][C:2]1[CH:3]=[C:4]([CH:42]=[CH:43][CH:44]=1)[CH2:5][N:6]1[CH:10]=[C:9]([C:11]2[C:19]3[C:14](=[N:15][CH:16]=[C:17]([C:20]4[CH:25]=[CH:24][C:23]([N:26]5[CH2:31][CH2:30][N:29]([CH2:80][C@@H:81]([OH:82])[CH3:83])[CH2:28][CH2:27]5)=[N:22][CH:21]=4)[CH:18]=3)[N:13]([S:32]([C:35]3[CH:41]=[CH:40][C:38]([CH3:39])=[CH:37][CH:36]=3)(=[O:34])=[O:33])[CH:12]=2)[CH:8]=[N:7]1. The catalyst class is: 8. (4) The catalyst class is: 2. Product: [O:1]1[C:5]2[CH:6]=[CH:7][C:8]([C:10]3[CH:11]=[C:12]4[C:17](=[CH:18][CH:19]=3)[N:16]=[C:15]([Cl:24])[CH:14]=[C:13]4[C:21]([N:41]3[CH2:42][CH2:43][CH2:44][CH:40]3[CH2:39][N:34]3[CH2:38][CH2:37][CH2:36][CH2:35]3)=[O:22])=[CH:9][C:4]=2[O:3][CH2:2]1. Reactant: [O:1]1[C:5]2[CH:6]=[CH:7][C:8]([C:10]3[CH:11]=[C:12]4[C:17](=[CH:18][CH:19]=3)[NH:16][C:15](=O)[CH:14]=[C:13]4[C:21](O)=[O:22])=[CH:9][C:4]=2[O:3][CH2:2]1.[Cl-:24].C(N(C(C)C)CC)(C)C.[N:34]1([CH2:39][C@@H:40]2[CH2:44][CH2:43][CH2:42][NH:41]2)[CH2:38][CH2:37][CH2:36][CH2:35]1. (5) Reactant: [N+:1]([C:4]1[CH:16]=[CH:15][C:7]([O:8][CH2:9][C:10]2[S:11][CH:12]=[CH:13][N:14]=2)=[CH:6][CH:5]=1)([O-])=O.[H][H]. Product: [S:11]1[CH:12]=[CH:13][N:14]=[C:10]1[CH2:9][O:8][C:7]1[CH:6]=[CH:5][C:4]([NH2:1])=[CH:16][CH:15]=1. The catalyst class is: 19. (6) Reactant: [CH2:1]([N:8]1[C:12](=[O:13])[C:11](=[C:14]2[N:18]([CH3:19])[C:17]3[CH:20]=[C:21]([O:24][CH2:25][CH2:26]Cl)[CH:22]=[CH:23][C:16]=3[S:15]2)[S:10][C:9]1=[N:28][C:29]1[CH:30]=[C:31]([NH:38][C:39](=[O:44])[CH2:40][N:41]([CH3:43])[CH3:42])[CH:32]=[CH:33][C:34]=1[NH:35][CH2:36][CH3:37])[C:2]1[CH:7]=[CH:6][CH:5]=[CH:4][CH:3]=1.CN(C=O)C.[N-:50]=[N+:51]=[N-:52].[Na+].[I-].[Na+]. Product: [N:50]([CH2:26][CH2:25][O:24][C:21]1[CH:22]=[CH:23][C:16]2[S:15][C:14](=[C:11]3[S:10][C:9](=[N:28][C:29]4[CH:30]=[C:31]([NH:38][C:39](=[O:44])[CH2:40][N:41]([CH3:43])[CH3:42])[CH:32]=[CH:33][C:34]=4[NH:35][CH2:36][CH3:37])[N:8]([CH2:1][C:2]4[CH:7]=[CH:6][CH:5]=[CH:4][CH:3]=4)[C:12]3=[O:13])[N:18]([CH3:19])[C:17]=2[CH:20]=1)=[N+:51]=[N-:52]. The catalyst class is: 25. (7) Reactant: [N:1]1([CH2:6][CH2:7][N:8]2[CH2:13][CH2:12][NH:11][CH2:10][CH2:9]2)[CH:5]=[CH:4][N:3]=[CH:2]1.Br[CH2:15][C:16]#[N:17].C([O-])([O-])=O.[K+].[K+]. Product: [N:1]1([CH2:6][CH2:7][N:8]2[CH2:9][CH2:10][N:11]([CH2:15][C:16]#[N:17])[CH2:12][CH2:13]2)[CH:5]=[CH:4][N:3]=[CH:2]1. The catalyst class is: 23.